Dataset: Catalyst prediction with 721,799 reactions and 888 catalyst types from USPTO. Task: Predict which catalyst facilitates the given reaction. (1) Reactant: Cl.NC[C:4]([C:6]1[CH:11]=[CH:10][C:9]([O:12][CH2:13][CH2:14][CH2:15][CH2:16][CH2:17][CH2:18][CH2:19][CH3:20])=[C:8]([C:21]([F:24])([F:23])[F:22])[CH:7]=1)=[O:5].C1N=CN(C(N2C=NC=C2)=O)C=1.C(OC1C=CC(C(O)=O)=CC=1C(F)(F)F)CCCCCCC.O.[NH2:60][NH2:61]. Product: [CH2:13]([O:12][C:9]1[CH:10]=[CH:11][C:6]([C:4]([NH:60][NH2:61])=[O:5])=[CH:7][C:8]=1[C:21]([F:24])([F:23])[F:22])[CH2:14][CH2:15][CH2:16][CH2:17][CH2:18][CH2:19][CH3:20]. The catalyst class is: 1. (2) Reactant: [CH3:1][N:2]1[C:10]2[C:5](=[CH:6][C:7]([OH:11])=[CH:8][CH:9]=2)[CH:4]=[CH:3]1.Br[CH2:13][CH2:14][CH2:15][O:16][C:17]1[CH:18]=[C:19]2[C:23](=[CH:24][CH:25]=1)[C@H:22]([CH2:26][C:27]([O:29][CH2:30][CH3:31])=[O:28])[CH2:21][CH2:20]2.C([O-])([O-])=O.[Cs+].[Cs+]. The catalyst class is: 18. Product: [CH3:1][N:2]1[C:10]2[C:5](=[CH:6][C:7]([O:11][CH2:13][CH2:14][CH2:15][O:16][C:17]3[CH:18]=[C:19]4[C:23](=[CH:24][CH:25]=3)[C@H:22]([CH2:26][C:27]([O:29][CH2:30][CH3:31])=[O:28])[CH2:21][CH2:20]4)=[CH:8][CH:9]=2)[CH:4]=[CH:3]1. (3) Reactant: [CH3:1][O:2][C:3](=[O:23])[C:4]([OH:22])([C:18]([F:21])([F:20])[F:19])[CH2:5][C:6]([C:9]1[CH:14]=[CH:13][C:12](I)=[CH:11][C:10]=1[O:16][CH3:17])([CH3:8])[CH3:7].[CH2:24](C([Sn])=C(CCCC)CCCC)[CH2:25]CC.C1(P(C2C=CC=CC=2)C2C=CC=CC=2)C=CC=CC=1. Product: [CH3:1][O:2][C:3](=[O:23])[C:4]([OH:22])([C:18]([F:21])([F:20])[F:19])[CH2:5][C:6]([C:9]1[CH:14]=[CH:13][C:12]([CH:24]=[CH2:25])=[CH:11][C:10]=1[O:16][CH3:17])([CH3:8])[CH3:7]. The catalyst class is: 1. (4) Reactant: [C:1]([O:5][C:6]([NH:8][C@H:9]1[CH2:27][C:26]2[CH:28]=[C:22]([CH:23]=[CH:24][C:25]=2[OH:29])[C:21]2=[CH:30][C:17](=[CH:18][CH:19]=[CH:20]2)[CH2:16][C@@H:15]([C:31](O)=[O:32])[N:14]([CH3:34])[C:13](=[O:35])[C@H:12]([CH2:36][C@@H:37]([OH:47])[CH2:38][NH:39][C:40]([O:42][C:43]([CH3:46])([CH3:45])[CH3:44])=[O:41])[NH:11][C:10]1=[O:48])=[O:7])([CH3:4])([CH3:3])[CH3:2].[NH2:49][C@H:50]([CH2:62][C:63]([NH:65][CH2:66][C@@H:67]([NH:79][C:80]([O:82][C:83]([CH3:86])([CH3:85])[CH3:84])=[O:81])[CH2:68][CH2:69][CH2:70][NH:71][C:72]([O:74][C:75]([CH3:78])([CH3:77])[CH3:76])=[O:73])=[O:64])[CH2:51][CH2:52][CH2:53][NH:54][C:55](=[O:61])[O:56][C:57]([CH3:60])([CH3:59])[CH3:58].C(Cl)CCl.C1C=CC2N(O)N=NC=2C=1. Product: [C:57]([O:56][C:55]([NH:54][CH2:53][CH2:52][CH2:51][C@H:50]([NH:49][C:31]([C@H:15]1[N:14]([CH3:34])[C:13](=[O:35])[C@H:12]([CH2:36][C@@H:37]([OH:47])[CH2:38][NH:39][C:40]([O:42][C:43]([CH3:46])([CH3:45])[CH3:44])=[O:41])[NH:11][C:10](=[O:48])[C@@H:9]([NH:8][C:6]([O:5][C:1]([CH3:4])([CH3:3])[CH3:2])=[O:7])[CH2:27][C:26]2[CH:28]=[C:22]([CH:23]=[CH:24][C:25]=2[OH:29])[C:21]2=[CH:30][C:17](=[CH:18][CH:19]=[CH:20]2)[CH2:16]1)=[O:32])[CH2:62][C:63]([NH:65][CH2:66][CH:67]([NH:79][C:80](=[O:81])[O:82][C:83]([CH3:86])([CH3:85])[CH3:84])[CH2:68][CH2:69][CH2:70][NH:71][C:72](=[O:73])[O:74][C:75]([CH3:76])([CH3:77])[CH3:78])=[O:64])=[O:61])([CH3:60])([CH3:59])[CH3:58]. The catalyst class is: 3. (5) The catalyst class is: 2. Reactant: CCN(CC)CC.O[C@@H:9]([CH3:27])[C@@H:10]([NH:14][C:15]([O:17][CH2:18][CH2:19][CH2:20][C:21]1[CH:26]=[CH:25][CH:24]=[CH:23][CH:22]=1)=[O:16])[C:11]([OH:13])=[O:12].CN(C(ON1N=NC2C=CC=CC1=2)=[N+](C)C)C.F[P-](F)(F)(F)(F)F. Product: [C:21]1([CH2:20][CH2:19][CH2:18][O:17][C:15](=[O:16])[NH:14][C@H:10]2[C:11](=[O:13])[O:12][C@H:9]2[CH3:27])[CH:26]=[CH:25][CH:24]=[CH:23][CH:22]=1. (6) Reactant: Cl[C:2]1[CH2:7][CH2:6][C:5]([CH3:9])([CH3:8])[CH2:4][C:3]=1[CH:10]=[O:11].[Cl:12][C:13]1[CH:18]=[CH:17][C:16](B(O)O)=[CH:15][CH:14]=1. Product: [Cl:12][C:13]1[CH:18]=[CH:17][C:16]([C:2]2[CH2:7][CH2:6][C:5]([CH3:9])([CH3:8])[CH2:4][C:3]=2[CH:10]=[O:11])=[CH:15][CH:14]=1. The catalyst class is: 45. (7) Reactant: C([Li])CCC.[O:6]1[C:10]2[CH:11]=[CH:12][C:13]([C:15]3[N:19]([CH3:20])[CH:18]=[N:17][CH:16]=3)=[CH:14][C:9]=2[O:8][CH2:7]1.CN([CH:24]=[O:25])C.CCOCC. Product: [O:6]1[C:10]2[CH:11]=[CH:12][C:13]([C:15]3[N:19]([CH3:20])[C:18]([CH:24]=[O:25])=[N:17][CH:16]=3)=[CH:14][C:9]=2[O:8][CH2:7]1. The catalyst class is: 1. (8) Reactant: B(Br)(Br)Br.[ClH:5].C[O:7][C:8]1[CH:39]=[CH:38][C:11]2[C@@H:12]3[C@H:16]([CH2:17][CH2:18][C:10]=2[CH:9]=1)[N:15]=[C:14]([NH:19][CH2:20][C@H:21]1[CH2:26][CH2:25][C@H:24]([CH2:27][NH:28][S:29]([C:32]2[CH:37]=[CH:36][CH:35]=[CH:34][CH:33]=2)(=[O:31])=[O:30])[CH2:23][CH2:22]1)[CH2:13]3.C(N(CC)CC)C.CO. Product: [ClH:5].[OH:7][C:8]1[CH:39]=[CH:38][C:11]2[C@@H:12]3[C@H:16]([CH2:17][CH2:18][C:10]=2[CH:9]=1)[N:15]=[C:14]([NH:19][CH2:20][C@H:21]1[CH2:22][CH2:23][C@H:24]([CH2:27][NH:28][S:29]([C:32]2[CH:33]=[CH:34][CH:35]=[CH:36][CH:37]=2)(=[O:31])=[O:30])[CH2:25][CH2:26]1)[CH2:13]3. The catalyst class is: 4.